From a dataset of Forward reaction prediction with 1.9M reactions from USPTO patents (1976-2016). Predict the product of the given reaction. (1) Given the reactants [NH2:1][CH:2]1[C:11]2[C:6](=[CH:7][CH:8]=[C:9]([N+:12]([O-:14])=[O:13])[CH:10]=2)[NH:5][CH:4]([C:15]([CH3:19])([CH3:18])[CH2:16][OH:17])[CH2:3]1.[C:20](Cl)(=[O:23])[CH2:21][CH3:22].O.C(OCC)(=O)C, predict the reaction product. The product is: [OH:17][CH2:16][C:15]([CH:4]1[CH2:3][CH:2]([NH:1][C:20](=[O:23])[CH2:21][CH3:22])[C:11]2[C:6](=[CH:7][CH:8]=[C:9]([N+:12]([O-:14])=[O:13])[CH:10]=2)[NH:5]1)([CH3:19])[CH3:18]. (2) Given the reactants [C:1]([NH:5][C:6](=[O:14])[C:7]1[CH:12]=[CH:11][N:10]=[CH:9][C:8]=1[CH3:13])([CH3:4])([CH3:3])[CH3:2].[Li]CCCC.C[O:21][C:22](=O)[C:23]1[CH:28]=[CH:27][N:26]=[C:25]([Cl:29])[CH:24]=1, predict the reaction product. The product is: [C:1]([NH:5][C:6](=[O:14])[C:7]1[CH:12]=[CH:11][N:10]=[CH:9][C:8]=1[CH2:13][C:22]([C:23]1[CH:28]=[CH:27][N:26]=[C:25]([Cl:29])[CH:24]=1)=[O:21])([CH3:4])([CH3:3])[CH3:2]. (3) Given the reactants Br[C:2]1[CH:36]=[CH:35][C:5]([CH2:6][N:7]2[C:11]3[CH:12]=[CH:13][C:14]([O:16][CH2:17][C:18]4[CH:27]=[CH:26][C:25]5[C:20](=[CH:21][CH:22]=[CH:23][CH:24]=5)[N:19]=4)=[CH:15][C:10]=3[N:9]=[C:8]2[CH2:28][C:29]([CH3:34])([CH3:33])[C:30]([OH:32])=[O:31])=[CH:4][CH:3]=1.[B:37]1([B:37]2[O:41][C:40]([CH3:43])([CH3:42])[C:39]([CH3:45])([CH3:44])[O:38]2)[O:41][C:40]([CH3:43])([CH3:42])[C:39]([CH3:45])([CH3:44])[O:38]1.C(Cl)Cl.CC([O-])=O.[K+], predict the reaction product. The product is: [CH3:33][C:29]([CH3:34])([CH2:28][C:8]1[N:7]([CH2:6][C:5]2[CH:35]=[CH:36][C:2]([B:37]3[O:41][C:40]([CH3:43])([CH3:42])[C:39]([CH3:45])([CH3:44])[O:38]3)=[CH:3][CH:4]=2)[C:11]2[CH:12]=[CH:13][C:14]([O:16][CH2:17][C:18]3[CH:27]=[CH:26][C:25]4[C:20](=[CH:21][CH:22]=[CH:23][CH:24]=4)[N:19]=3)=[CH:15][C:10]=2[N:9]=1)[C:30]([OH:32])=[O:31]. (4) The product is: [F:1][C:2]([F:9])([F:8])[S:3]([O-:6])(=[O:5])=[O:4].[CH3:2][N+:12]1[CH:13]=[CH:14][N:10]([S:15]([N:18]2[CH2:19][CH2:20][O:21][CH2:22][CH2:23]2)(=[O:16])=[O:17])[CH:11]=1. Given the reactants [F:1][C:2]([F:9])([F:8])[S:3]([O:6]C)(=[O:5])=[O:4].[N:10]1([S:15]([N:18]2[CH2:23][CH2:22][O:21][CH2:20][CH2:19]2)(=[O:17])=[O:16])[CH:14]=[CH:13][N:12]=[CH:11]1, predict the reaction product. (5) Given the reactants [CH2:1]([O:3][C:4]([C:6]1[N:7]=[C:8]([C:20]2[CH:25]=[CH:24][CH:23]=[CH:22][CH:21]=2)[C:9]2[C:14]([C:15]=1[O:16]C(=O)C)=[CH:13][CH:12]=[CH:11][CH:10]=2)=[O:5])[CH3:2].CCCCO.OS(O)(=O)=O.C([O-])(O)=O.[Na+], predict the reaction product. The product is: [CH2:1]([O:3][C:4]([C:6]1[N:7]=[C:8]([C:20]2[CH:25]=[CH:24][CH:23]=[CH:22][CH:21]=2)[C:9]2[C:14]([C:15]=1[OH:16])=[CH:13][CH:12]=[CH:11][CH:10]=2)=[O:5])[CH3:2]. (6) Given the reactants [Cl:1][C:2]1[CH:3]=[C:4]([C:8]2[N:16]=[C:15](/[C:17](=[N:19]/[OH:20])/[NH2:18])[N:14]=[C:13]3[C:9]=2[N:10]([CH2:27][C@H:28]2[CH2:33][CH2:32][C@H:31]([CH3:34])[CH2:30][CH2:29]2)[C:11]([N:21]2[CH2:26][CH2:25][O:24][CH2:23][CH2:22]2)=[N:12]3)[CH:5]=[CH:6][CH:7]=1.[C:35](N1C=CN=C1)(N1C=CN=C1)=[O:36].C1CCN2C(=NCCC2)CC1, predict the reaction product. The product is: [Cl:1][C:2]1[CH:3]=[C:4]([C:8]2[N:16]=[C:15]([C:17]3[NH:18][C:35](=[O:36])[O:20][N:19]=3)[N:14]=[C:13]3[C:9]=2[N:10]([CH2:27][C@H:28]2[CH2:33][CH2:32][C@H:31]([CH3:34])[CH2:30][CH2:29]2)[C:11]([N:21]2[CH2:26][CH2:25][O:24][CH2:23][CH2:22]2)=[N:12]3)[CH:5]=[CH:6][CH:7]=1. (7) Given the reactants C(OC(=O)[NH:7][C:8]1[CH:12]=[CH:11][S:10][C:9]=1[C:13]1[CH:18]=[CH:17][C:16]([Br:19])=[CH:15][CH:14]=1)(C)(C)C.Cl.O.C([O-])(O)=O.[Na+], predict the reaction product. The product is: [Br:19][C:16]1[CH:17]=[CH:18][C:13]([C:9]2[S:10][CH:11]=[CH:12][C:8]=2[NH2:7])=[CH:14][CH:15]=1. (8) Given the reactants [C:1]([O:5][C:6]([N:8]1[C@H:17]([C:18](=[O:40])[NH:19][C@H:20]([C:36]([O:38][CH3:39])=[O:37])[CH2:21][C:22]2[CH:27]=[CH:26][C:25]([C:28]3[CH:33]=[CH:32][C:31]([C:34]#[N:35])=[CH:30][CH:29]=3)=[CH:24][CH:23]=2)[CH2:16][C:15]2[C:10](=[CH:11][C:12]([OH:44])=[C:13]([N+:41]([O-])=O)[CH:14]=2)[CH2:9]1)=[O:7])([CH3:4])([CH3:3])[CH3:2].[H][H], predict the reaction product. The product is: [C:1]([O:5][C:6]([N:8]1[C@H:17]([C:18](=[O:40])[NH:19][C@H:20]([C:36]([O:38][CH3:39])=[O:37])[CH2:21][C:22]2[CH:27]=[CH:26][C:25]([C:28]3[CH:29]=[CH:30][C:31]([C:34]#[N:35])=[CH:32][CH:33]=3)=[CH:24][CH:23]=2)[CH2:16][C:15]2[C:10](=[CH:11][C:12]([OH:44])=[C:13]([NH2:41])[CH:14]=2)[CH2:9]1)=[O:7])([CH3:4])([CH3:2])[CH3:3]. (9) Given the reactants [CH2:1]([N:9]1[CH:13]=[C:12]([C:14]2[C:22]3[C:17](=[N:18][CH:19]=[C:20]([C:23]4[CH:28]=[CH:27][C:26]([N:29]5[CH2:34][CH2:33][N:32](C(OC(C)(C)C)=O)[CH2:31][CH2:30]5)=[CH:25][CH:24]=4)[CH:21]=3)[NH:16][CH:15]=2)[CH:11]=[N:10]1)[CH2:2][C:3]1[CH:8]=[CH:7][CH:6]=[CH:5][CH:4]=1, predict the reaction product. The product is: [CH2:1]([N:9]1[CH:13]=[C:12]([C:14]2[C:22]3[C:17](=[N:18][CH:19]=[C:20]([C:23]4[CH:28]=[CH:27][C:26]([N:29]5[CH2:30][CH2:31][NH:32][CH2:33][CH2:34]5)=[CH:25][CH:24]=4)[CH:21]=3)[NH:16][CH:15]=2)[CH:11]=[N:10]1)[CH2:2][C:3]1[CH:8]=[CH:7][CH:6]=[CH:5][CH:4]=1. (10) Given the reactants [S:1]([Cl:5])(=O)(=[O:3])[OH:2].[CH3:6][O:7][C:8]1[CH:13]=[CH:12][C:11]([C:14]([F:17])([F:16])[F:15])=[CH:10][CH:9]=1, predict the reaction product. The product is: [CH3:6][O:7][C:8]1[CH:9]=[CH:10][C:11]([C:14]([F:15])([F:16])[F:17])=[CH:12][C:13]=1[S:1]([Cl:5])(=[O:3])=[O:2].